This data is from Reaction yield outcomes from USPTO patents with 853,638 reactions. The task is: Predict the reaction yield, written as a fraction of the theoretical maximum amount of product (1.0 means a 100% yield; for example, 0.34 means a 34% yield). (1) The reactants are [I:1][C:2]1[CH:7]=[CH:6][C:5]([N:8]2[CH2:13][CH2:12][NH:11][CH2:10][CH2:9]2)=[CH:4][CH:3]=1.[C:14]1(=O)[CH2:18][CH2:17][CH2:16][CH2:15]1.[BH-](OC(C)=O)(OC(C)=O)OC(C)=O.[Na+].CC(O)=O. The catalyst is ClCCCl.C1COCC1. The product is [CH:14]1([N:11]2[CH2:12][CH2:13][N:8]([C:5]3[CH:4]=[CH:3][C:2]([I:1])=[CH:7][CH:6]=3)[CH2:9][CH2:10]2)[CH2:18][CH2:17][CH2:16][CH2:15]1. The yield is 0.820. (2) The reactants are [CH2:1]([N:8]1[CH2:13][N:12](CC2C=CC(OC)=CC=2OC)[CH2:11][N:10]([C:25]2[CH:26]=[N:27][N:28]([CH2:30][C:31]3[C:32]([CH3:37])=[N:33][O:34][C:35]=3[CH3:36])[CH:29]=2)[C:9]1=[O:38])[C:2]1[CH:7]=[CH:6][CH:5]=[CH:4][CH:3]=1.C1(OC)C=CC=CC=1.FC(F)(F)C(O)=O.ClCCl. The catalyst is ClCCl. The product is [CH2:1]([N:8]1[CH2:13][NH:12][CH2:11][N:10]([C:25]2[CH:26]=[N:27][N:28]([CH2:30][C:31]3[C:32]([CH3:37])=[N:33][O:34][C:35]=3[CH3:36])[CH:29]=2)[C:9]1=[O:38])[C:2]1[CH:3]=[CH:4][CH:5]=[CH:6][CH:7]=1. The yield is 0.620. (3) The reactants are [NH:1]1[CH2:6][CH2:5][CH2:4][CH2:3][CH:2]1[C:7]1[NH:8][C:9]2[C:14]([CH:15]=1)=[CH:13][C:12]([NH2:16])=[CH:11][CH:10]=2.[CH3:17][C:18]([O:21][C:22](O[C:22]([O:21][C:18]([CH3:20])([CH3:19])[CH3:17])=[O:23])=[O:23])([CH3:20])[CH3:19]. The catalyst is CCN(CC)CC.C1COCC1.O. The product is [NH2:16][C:12]1[CH:13]=[C:14]2[C:9](=[CH:10][CH:11]=1)[NH:8][C:7]([CH:2]1[CH2:3][CH2:4][CH2:5][CH2:6][N:1]1[C:22]([O:21][C:18]([CH3:20])([CH3:19])[CH3:17])=[O:23])=[CH:15]2. The yield is 0.0100. (4) The reactants are [N:1]1[CH:6]=[CH:5][CH:4]=[CH:3][C:2]=1[N:7]1[CH2:12][CH2:11][NH:10][CH2:9][CH2:8]1.[Cl:13][C:14]1[C:19]([Cl:20])=[CH:18][CH:17]=[CH:16][C:15]=1[NH:21][C:22](=[O:25])[CH2:23]Cl.C(=O)([O-])[O-].[Na+].[Na+]. The catalyst is CN(C)C=O.O. The product is [Cl:13][C:14]1[C:19]([Cl:20])=[CH:18][CH:17]=[CH:16][C:15]=1[NH:21][C:22](=[O:25])[CH2:23][N:10]1[CH2:9][CH2:8][N:7]([C:2]2[CH:3]=[CH:4][CH:5]=[CH:6][N:1]=2)[CH2:12][CH2:11]1. The yield is 0.160.